Predict which catalyst facilitates the given reaction. From a dataset of Catalyst prediction with 721,799 reactions and 888 catalyst types from USPTO. Reactant: [C:1]([N:4]1[C@@H:8]([C:9]([OH:11])=[O:10])[C:7]([CH3:13])([CH3:12])[S:6][C@H:5]1[C:14]1[CH:19]=[CH:18][CH:17]=[CH:16][CH:15]=1)(=[O:3])[CH3:2].[C:20]([N:23]1[C:27]2[CH:28]=[CH:29][C:30]([Cl:32])=[CH:31][C:26]=2[S:25][CH:24]1[C:33]1[CH:38]=[C:37]([O:39][CH3:40])[CH:36]=[CH:35][C:34]=1O)(=[O:22])[CH3:21].N(C(OCC)=O)=NC(OCC)=O. Product: [C:20]([N:23]1[C:27]2[CH:28]=[CH:29][C:30]([Cl:32])=[CH:31][C:26]=2[S:25][CH:24]1[C:33]1[CH:38]=[C:37]([O:39][CH3:40])[CH:36]=[CH:35][C:34]=1[O:10][C:9]([C@H:8]1[C:7]([CH3:13])([CH3:12])[S:6][C@@H:5]([C:14]2[CH:15]=[CH:16][CH:17]=[CH:18][CH:19]=2)[N:4]1[C:1](=[O:3])[CH3:2])=[O:11])(=[O:22])[CH3:21]. The catalyst class is: 3.